From a dataset of Catalyst prediction with 721,799 reactions and 888 catalyst types from USPTO. Predict which catalyst facilitates the given reaction. (1) Reactant: C([C:3]1[CH:20]=[CH:19][C:6]([O:7][C:8]2[CH:18]=[CH:17][C:11]([C:12]([O:14][CH2:15][CH3:16])=[O:13])=[CH:10][CH:9]=2)=[CH:5][C:4]=1[B:21]1[O:25]C(C)(C)[C:23](C)(C)[O:22]1)=O.[BH4-].[Na+].Cl. Product: [OH:25][B:21]1[C:4]2[CH:5]=[C:6]([O:7][C:8]3[CH:9]=[CH:10][C:11]([C:12]([O:14][CH2:15][CH3:16])=[O:13])=[CH:17][CH:18]=3)[CH:19]=[CH:20][C:3]=2[CH2:23][O:22]1. The catalyst class is: 5. (2) Reactant: [NH2:1][C:2]1[CH:10]=[C:9]2[C:5]([CH2:6][CH2:7][N:8]2[C:11]([C:13]2[CH2:17][CH:16]([CH2:18][N:19]3[CH2:24][CH2:23][N:22]([C:25]4[CH:30]=[CH:29][CH:28]=[CH:27][C:26]=4[O:31][CH:32]([CH3:34])[CH3:33])[CH2:21][CH2:20]3)[O:15][N:14]=2)=[O:12])=[CH:4][CH:3]=1.[F:35][C:36]1[CH:43]=[CH:42][CH:41]=[CH:40][C:37]=1[CH:38]=O.[BH4-].[Na+]. Product: [F:35][C:36]1[CH:43]=[CH:42][CH:41]=[CH:40][C:37]=1[CH2:38][NH:1][C:2]1[CH:10]=[C:9]2[C:5]([CH2:6][CH2:7][N:8]2[C:11]([C:13]2[CH2:17][CH:16]([CH2:18][N:19]3[CH2:20][CH2:21][N:22]([C:25]4[CH:30]=[CH:29][CH:28]=[CH:27][C:26]=4[O:31][CH:32]([CH3:34])[CH3:33])[CH2:23][CH2:24]3)[O:15][N:14]=2)=[O:12])=[CH:4][CH:3]=1. The catalyst class is: 5. (3) Reactant: [Cl:1][C:2]1[CH:3]=[C:4]([C:9]2([C:22]([F:25])([F:24])[F:23])[O:13][N:12]=[C:11]([C:14]3[CH:15]=[CH:16][C:17]([CH3:21])=[C:18]([CH:20]=3)[NH2:19])[CH2:10]2)[CH:5]=[C:6]([Cl:8])[CH:7]=1.[C:26](O)(=[O:30])[CH:27]([CH3:29])[CH3:28].Cl.C(N(CC)CCCN=C=NCC)C.C(=O)([O-])O.[Na+]. Product: [Cl:1][C:2]1[CH:3]=[C:4]([C:9]2([C:22]([F:23])([F:25])[F:24])[O:13][N:12]=[C:11]([C:14]3[CH:15]=[CH:16][C:17]([CH3:21])=[C:18]([NH:19][C:26](=[O:30])[CH:27]([CH3:29])[CH3:28])[CH:20]=3)[CH2:10]2)[CH:5]=[C:6]([Cl:8])[CH:7]=1. The catalyst class is: 9. (4) Reactant: Cl.[F:2][C:3]1[CH:8]=[CH:7][C:6]([C:9]2([NH2:13])[CH2:12][CH2:11][CH2:10]2)=[CH:5][CH:4]=1.[O:14]=[C:15]1[CH:20]([C:21]2[CH:26]=[CH:25][CH:24]=[CH:23][CH:22]=2)[CH2:19][CH2:18][CH2:17][N:16]1[CH2:27][C:28](O)=[O:29].C(N=C=NCCCN(C)C)C. Product: [F:2][C:3]1[CH:4]=[CH:5][C:6]([C:9]2([NH:13][C:28](=[O:29])[CH2:27][N:16]3[CH2:17][CH2:18][CH2:19][CH:20]([C:21]4[CH:26]=[CH:25][CH:24]=[CH:23][CH:22]=4)[C:15]3=[O:14])[CH2:12][CH2:11][CH2:10]2)=[CH:7][CH:8]=1. The catalyst class is: 4. (5) Reactant: [C:1]([C:5]1[CH:24]=[CH:23][C:8]([C:9]([N:11]([C:13]2[CH:14]=[C:15]([S:19](O)(=[O:21])=[O:20])[CH:16]=[CH:17][CH:18]=2)[CH3:12])=[O:10])=[CH:7][CH:6]=1)([CH3:4])([CH3:3])[CH3:2].[N:25]1C(Cl)=NC(Cl)=NC=1Cl.C(N(CC)CC)C.[OH-].[NH4+]. Product: [C:1]([C:5]1[CH:24]=[CH:23][C:8]([C:9]([N:11]([CH3:12])[C:13]2[CH:18]=[CH:17][CH:16]=[C:15]([S:19]([NH2:25])(=[O:21])=[O:20])[CH:14]=2)=[O:10])=[CH:7][CH:6]=1)([CH3:4])([CH3:3])[CH3:2]. The catalyst class is: 21. (6) Reactant: [O:1]=[CH:2][CH:3]([C:6]1[CH:11]=[CH:10][CH:9]=[C:8]([O:12][C:13]2[CH:18]=[CH:17][CH:16]=[CH:15][CH:14]=2)[CH:7]=1)[C:4]#[N:5].C([BH3-])#N.[Na+]. Product: [OH:1][CH2:2][CH:3]([C:6]1[CH:11]=[CH:10][CH:9]=[C:8]([O:12][C:13]2[CH:18]=[CH:17][CH:16]=[CH:15][CH:14]=2)[CH:7]=1)[C:4]#[N:5]. The catalyst class is: 212.